This data is from Forward reaction prediction with 1.9M reactions from USPTO patents (1976-2016). The task is: Predict the product of the given reaction. (1) The product is: [I:13][C:7]1[C:6]2[C:10](=[CH:11][CH:12]=[C:4]([N+:1]([O-:3])=[O:2])[CH:5]=2)[NH:9][N:8]=1. Given the reactants [N+:1]([C:4]1[CH:5]=[C:6]2[C:10](=[CH:11][CH:12]=1)[NH:9][N:8]=[CH:7]2)([O-:3])=[O:2].[I:13]I.[OH-].[K+].[O-]S([O-])=O.[Na+].[Na+], predict the reaction product. (2) The product is: [Cl:15][C:16]1[CH:17]=[C:18]([CH:19]=[CH:20][C:21]=1[O:22][CH2:23][C:24]1[CH:29]=[CH:28][CH:27]=[C:26]([Cl:30])[CH:25]=1)[NH:31][C:32]1[C:33]2[CH:41]=[C:40]([NH:42][C:43](=[O:53])/[CH:44]=[CH:4]/[CH2:5][N:6]([CH3:8])[CH3:7])[N:39]=[CH:38][C:34]=2[N:35]=[CH:36][N:37]=1. Given the reactants C(O[CH:4](OCC)[CH2:5][N:6]([CH3:8])[CH3:7])C.Cl.[OH-].[K+].[Cl:15][C:16]1[CH:17]=[C:18]([NH:31][C:32]2[C:33]3[CH:41]=[C:40]([NH:42][C:43](=[O:53])[CH2:44]P(=O)(OCC)OCC)[N:39]=[CH:38][C:34]=3[N:35]=[CH:36][N:37]=2)[CH:19]=[CH:20][C:21]=1[O:22][CH2:23][C:24]1[CH:29]=[CH:28][CH:27]=[C:26]([Cl:30])[CH:25]=1.[Li+].[Cl-], predict the reaction product. (3) Given the reactants [N:1]1([CH2:6][C:7]2[CH:23]=[CH:22][C:10]([CH2:11][N:12]3[CH:20]=[C:19]4[C:14]([N:15]=[CH:16][N:17]=[C:18]4Cl)=[N:13]3)=[CH:9][CH:8]=2)[CH:5]=[CH:4][CH:3]=[N:2]1.[CH3:24][O:25][C:26]1[CH:27]=[C:28]([CH2:34][NH2:35])[CH:29]=[CH:30][C:31]=1[O:32][CH3:33], predict the reaction product. The product is: [N:1]1([CH2:6][C:7]2[CH:23]=[CH:22][C:10]([CH2:11][N:12]3[CH:20]=[C:19]4[C:14]([N:15]=[CH:16][N:17]=[C:18]4[NH:35][CH2:34][C:28]4[CH:29]=[CH:30][C:31]([O:32][CH3:33])=[C:26]([O:25][CH3:24])[CH:27]=4)=[N:13]3)=[CH:9][CH:8]=2)[CH:5]=[CH:4][CH:3]=[N:2]1. (4) Given the reactants [Cl:1][C:2]1[C:7]([CH2:8][CH2:9]O)=[C:6]([NH:11][C@@H:12]2[C:20]3[C:15](=[CH:16][CH:17]=[CH:18][CH:19]=3)[CH2:14][CH2:13]2)[N:5]=[CH:4][N:3]=1.[C:21]1(=[O:31])[NH:25][C:24](=[O:26])[C:23]2=[CH:27][CH:28]=[CH:29][CH:30]=[C:22]12.C1(P(C2C=CC=CC=2)C2C=CC=CC=2)C=CC=CC=1.CC(OC(/N=N/C(OC(C)C)=O)=O)C, predict the reaction product. The product is: [Cl:1][C:2]1[C:7]([CH2:8][CH2:9][N:25]2[C:21](=[O:31])[C:22]3[C:23](=[CH:27][CH:28]=[CH:29][CH:30]=3)[C:24]2=[O:26])=[C:6]([NH:11][C@@H:12]2[C:20]3[C:15](=[CH:16][CH:17]=[CH:18][CH:19]=3)[CH2:14][CH2:13]2)[N:5]=[CH:4][N:3]=1. (5) Given the reactants C(OC(=O)[NH:7][CH:8]([CH2:26][C:27]1[CH:32]=[CH:31][C:30]([Cl:33])=[CH:29][CH:28]=1)[C:9](=[O:25])[N:10]1[CH2:15][CH2:14][N:13]([C:16]2[C:17]3[S:24][CH:23]=[CH:22][C:18]=3[N:19]=[CH:20][N:21]=2)[CH2:12][CH2:11]1)(C)(C)C.[ClH:35], predict the reaction product. The product is: [ClH:33].[ClH:35].[NH2:7][CH:8]([CH2:26][C:27]1[CH:32]=[CH:31][C:30]([Cl:33])=[CH:29][CH:28]=1)[C:9]([N:10]1[CH2:15][CH2:14][N:13]([C:16]2[C:17]3[S:24][CH:23]=[CH:22][C:18]=3[N:19]=[CH:20][N:21]=2)[CH2:12][CH2:11]1)=[O:25]. (6) The product is: [N:13]([CH2:7][C:6]1[CH:9]=[CH:10][C:3]([C:2]([F:12])([F:11])[F:1])=[CH:4][CH:5]=1)=[N+:14]=[N-:15]. Given the reactants [F:1][C:2]([F:12])([F:11])[C:3]1[CH:10]=[CH:9][C:6]([CH2:7]Br)=[CH:5][CH:4]=1.[N-:13]=[N+:14]=[N-:15].[Na+], predict the reaction product.